This data is from Forward reaction prediction with 1.9M reactions from USPTO patents (1976-2016). The task is: Predict the product of the given reaction. Given the reactants [Cl:1][C:2]1[CH:7]=[CH:6][C:5]([C@:8]2([O:17][C@H:16]([CH2:18][OH:19])[C@@H:14]([OH:15])[C@H:12]([OH:13])[C@H:10]2[OH:11])[OH:9])=[CH:4][C:3]=1[CH2:20][C:21]1[CH:26]=[CH:25][C:24]([O:27][CH:28]2[CH2:32][CH2:31][CH2:30][C:29]2=[O:33])=[CH:23][CH:22]=1, predict the reaction product. The product is: [Cl:1][C:2]1[CH:7]=[CH:6][C:5]([C@:8]2([O:17][C@H:16]([CH2:18][OH:19])[C@@H:14]([OH:15])[C@H:12]([OH:13])[C@H:10]2[OH:11])[OH:9])=[CH:4][C:3]=1[CH2:20][C:21]1[CH:26]=[CH:25][C:24]([O:27][C@@H:28]2[CH2:32][CH2:31][CH2:30][C@@H:29]2[OH:33])=[CH:23][CH:22]=1.